From a dataset of Full USPTO retrosynthesis dataset with 1.9M reactions from patents (1976-2016). Predict the reactants needed to synthesize the given product. Given the product [F:21][C:22]([F:27])([F:26])[C:23]([O-:25])=[O:24].[C:1]([NH:4][C:5]1[S:20][C:8]2[CH2:9][NH2+:10][CH2:11][CH2:12][C:7]=2[CH:6]=1)(=[O:3])[CH3:2], predict the reactants needed to synthesize it. The reactants are: [C:1]([NH:4][C:5]1[S:20][C:8]2[CH2:9][N:10](C(OC(C)(C)C)=O)[CH2:11][CH2:12][C:7]=2[CH:6]=1)(=[O:3])[CH3:2].[F:21][C:22]([F:27])([F:26])[C:23]([OH:25])=[O:24].